Dataset: Reaction yield outcomes from USPTO patents with 853,638 reactions. Task: Predict the reaction yield, written as a fraction of the theoretical maximum amount of product (1.0 means a 100% yield; for example, 0.34 means a 34% yield). The reactants are [C:1]([O:5][C:6]([N:8]([CH2:20][C:21](OCC)=[O:22])[CH:9]1[CH2:12][N:11]([C:13]([O:15][C:16]([CH3:19])([CH3:18])[CH3:17])=[O:14])[CH2:10]1)=[O:7])([CH3:4])([CH3:3])[CH3:2].[NH2:26][NH2:27]. The catalyst is C(O)C. The product is [C:1]([O:5][C:6]([N:8]([CH2:20][C:21]([NH:26][NH2:27])=[O:22])[CH:9]1[CH2:10][N:11]([C:13]([O:15][C:16]([CH3:19])([CH3:18])[CH3:17])=[O:14])[CH2:12]1)=[O:7])([CH3:4])([CH3:3])[CH3:2]. The yield is 0.940.